Dataset: Forward reaction prediction with 1.9M reactions from USPTO patents (1976-2016). Task: Predict the product of the given reaction. Given the reactants C(O[C:4]([C:6]1[S:7][C:8]([C:19]2[CH:24]=[CH:23][C:22]([O:25][CH3:26])=[CH:21][CH:20]=2)=[C:9]([C:11]2[CH:16]=[CH:15][C:14]([O:17][CH3:18])=[CH:13][CH:12]=2)[N:10]=1)=[O:5])C.[NH2:27][N:28]1[CH2:33][CH2:32][CH2:31][CH2:30][CH2:29]1, predict the reaction product. The product is: [N:28]1([NH:27][C:4]([C:6]2[S:7][C:8]([C:19]3[CH:24]=[CH:23][C:22]([O:25][CH3:26])=[CH:21][CH:20]=3)=[C:9]([C:11]3[CH:16]=[CH:15][C:14]([O:17][CH3:18])=[CH:13][CH:12]=3)[N:10]=2)=[O:5])[CH2:33][CH2:32][CH2:31][CH2:30][CH2:29]1.